From a dataset of Forward reaction prediction with 1.9M reactions from USPTO patents (1976-2016). Predict the product of the given reaction. (1) Given the reactants [OH:1][C:2]1[CH:6]=[CH:5][S:4][C:3]=1[C:7]([O:9][CH3:10])=[O:8].[CH2:11](Br)[C:12]1[CH:17]=[CH:16][CH:15]=[CH:14][CH:13]=1.C([O-])([O-])=O.[K+].[K+], predict the reaction product. The product is: [CH2:11]([O:1][C:2]1[CH:6]=[CH:5][S:4][C:3]=1[C:7]([O:9][CH3:10])=[O:8])[C:12]1[CH:17]=[CH:16][CH:15]=[CH:14][CH:13]=1. (2) The product is: [CH3:32][S:33]([N:1]([S:33]([CH3:32])(=[O:35])=[O:34])[C:2]1[CH:3]=[CH:4][C:5]([C:6]([N:8]2[C:17]3[C:12](=[CH:13][CH:14]=[CH:15][CH:16]=3)[C@H:11]([N:18]([C:22]3[CH:23]=[CH:24][C:25]([Cl:28])=[CH:26][CH:27]=3)[C:19](=[O:21])[CH3:20])[CH2:10][C@@H:9]2[CH3:29])=[O:7])=[CH:30][CH:31]=1)(=[O:35])=[O:34]. Given the reactants [NH2:1][C:2]1[CH:31]=[CH:30][C:5]([C:6]([N:8]2[C:17]3[C:12](=[CH:13][CH:14]=[CH:15][CH:16]=3)[C@H:11]([N:18]([C:22]3[CH:27]=[CH:26][C:25]([Cl:28])=[CH:24][CH:23]=3)[C:19](=[O:21])[CH3:20])[CH2:10][C@@H:9]2[CH3:29])=[O:7])=[CH:4][CH:3]=1.[CH3:32][S:33](O[S:33]([CH3:32])(=[O:35])=[O:34])(=[O:35])=[O:34].C(N(CC)C(C)C)(C)C.NC1C=CC=CC=1, predict the reaction product. (3) Given the reactants [CH:1](=[O:9])[C:2]1[C:3](=[CH:5][CH:6]=[CH:7][CH:8]=1)[OH:4].CN(C=O)C.Br[CH2:16][CH2:17][CH3:18], predict the reaction product. The product is: [CH2:16]([O:4][C:3]1[CH:5]=[CH:6][CH:7]=[CH:8][C:2]=1[CH:1]=[O:9])[CH2:17][CH3:18]. (4) Given the reactants [CH2:1]([O:3][C:4]1[CH:5]=[C:6]([CH:9]=[C:10]([O:14][CH2:15][CH3:16])[C:11]=1[S:12][CH3:13])[CH:7]=[O:8])[CH3:2].[OH:17]O, predict the reaction product. The product is: [CH2:1]([O:3][C:4]1[CH:5]=[C:6]([CH:9]=[C:10]([O:14][CH2:15][CH3:16])[C:11]=1[S:12]([CH3:13])=[O:17])[CH:7]=[O:8])[CH3:2]. (5) Given the reactants [Cl:1][C:2]1[CH:3]=[C:4]2[C:8](=[CH:9][CH:10]=1)[NH:7][CH:6]=[C:5]2[CH2:11][CH2:12][NH:13][C:14](=[O:22])[C:15]1[CH:20]=[CH:19][CH:18]=[CH:17][C:16]=1I.[C:23]([C:25]1[CH:26]=[C:27](B(O)O)[CH:28]=[CH:29][CH:30]=1)#[N:24].C(=O)([O-])[O-].[Na+].[Na+], predict the reaction product. The product is: [Cl:1][C:2]1[CH:3]=[C:4]2[C:8](=[CH:9][CH:10]=1)[NH:7][CH:6]=[C:5]2[CH2:11][CH2:12][NH:13][C:14]([C:15]1[C:16]([C:29]2[CH:28]=[CH:27][CH:26]=[C:25]([C:23]#[N:24])[CH:30]=2)=[CH:17][CH:18]=[CH:19][CH:20]=1)=[O:22]. (6) Given the reactants Br[C:2]1[CH:3]=[N:4][C:5]([Cl:8])=[N:6][CH:7]=1.[C:9]([O:15][CH3:16])(=[O:14])[CH2:10][CH2:11][C:12]#[CH:13].C(N(CC)CC)C.[Cl-].[NH4+], predict the reaction product. The product is: [Cl:8][C:5]1[N:4]=[CH:3][C:2]([C:13]#[C:12][CH2:11][CH2:10][C:9]([O:15][CH3:16])=[O:14])=[CH:7][N:6]=1. (7) Given the reactants [Br:1][C:2]1[CH:3]=[C:4]([NH:10][C:11]2[CH:15]=[C:14]([CH3:16])[NH:13][N:12]=2)[C:5](=[O:9])[N:6]([CH3:8])[CH:7]=1.[H-].[Na+].I[CH3:20].O, predict the reaction product. The product is: [Br:1][C:2]1[CH:3]=[C:4]([NH:10][C:11]2[CH:15]=[C:14]([CH3:16])[N:13]([CH3:20])[N:12]=2)[C:5](=[O:9])[N:6]([CH3:8])[CH:7]=1. (8) Given the reactants [Br:1][C:2]1[CH:11]=[C:10]2[C:5]([C:6](=O)[NH:7][C:8]([O:12][CH3:13])=[N:9]2)=[CH:4][CH:3]=1.C1CCN2C(=NCCC2)CC1.O=P(Cl)(Cl)[Cl:28], predict the reaction product. The product is: [Br:1][C:2]1[CH:11]=[C:10]2[C:5]([C:6]([Cl:28])=[N:7][C:8]([O:12][CH3:13])=[N:9]2)=[CH:4][CH:3]=1. (9) The product is: [Cl:24][C:19]1[CH:20]=[CH:21][CH:22]=[CH:23][C:18]=1[C:9]1[C:10]([C:11]2[CH:16]=[CH:15][C:14]([Cl:17])=[CH:13][CH:12]=2)=[C:6]2[N:5]=[C:4]([CH3:25])[N:3]=[C:2]([C:31]([O:33][CH2:34][CH3:35])=[CH2:32])[N:7]2[N:8]=1. Given the reactants Cl[C:2]1[N:7]2[N:8]=[C:9]([C:18]3[CH:23]=[CH:22][CH:21]=[CH:20][C:19]=3[Cl:24])[C:10]([C:11]3[CH:16]=[CH:15][C:14]([Cl:17])=[CH:13][CH:12]=3)=[C:6]2[N:5]=[C:4]([CH3:25])[N:3]=1.C([Sn](CCCC)(CCCC)[C:31]([O:33][CH2:34][CH3:35])=[CH2:32])CCC, predict the reaction product.